Dataset: Peptide-MHC class II binding affinity with 134,281 pairs from IEDB. Task: Regression. Given a peptide amino acid sequence and an MHC pseudo amino acid sequence, predict their binding affinity value. This is MHC class II binding data. (1) The binding affinity (normalized) is 0.600. The MHC is DRB3_0301 with pseudo-sequence DRB3_0301. The peptide sequence is QYVIRAQLHVGAKQE. (2) The peptide sequence is GELQIVDKMDAAFKI. The MHC is DRB5_0101 with pseudo-sequence DRB5_0101. The binding affinity (normalized) is 0.532. (3) The peptide sequence is HCNEMSWIQSIPFVH. The MHC is DRB4_0101 with pseudo-sequence DRB4_0103. The binding affinity (normalized) is 0.364. (4) The peptide sequence is GKQWDGIRMLDLATYT. The MHC is DRB1_0701 with pseudo-sequence DRB1_0701. The binding affinity (normalized) is 0. (5) The peptide sequence is LGQTIRNSRWSSPDN. The MHC is HLA-DPA10201-DPB11401 with pseudo-sequence HLA-DPA10201-DPB11401. The binding affinity (normalized) is 0.